The task is: Predict the reaction yield, written as a fraction of the theoretical maximum amount of product (1.0 means a 100% yield; for example, 0.34 means a 34% yield).. This data is from Reaction yield outcomes from USPTO patents with 853,638 reactions. (1) The reactants are F[C:2]1[CH:9]=[C:8]([C:10]2[CH:15]=[CH:14][C:13]([C:16]([F:19])([F:18])[F:17])=[CH:12][CH:11]=2)[CH:7]=[CH:6][C:3]=1[C:4]#[N:5].[CH3:20][SH:21].[Na]. The catalyst is CN(C)C=O. The product is [CH3:20][S:21][C:2]1[CH:9]=[C:8]([C:10]2[CH:15]=[CH:14][C:13]([C:16]([F:19])([F:18])[F:17])=[CH:12][CH:11]=2)[CH:7]=[CH:6][C:3]=1[C:4]#[N:5]. The yield is 0.750. (2) The yield is 0.0900. The catalyst is C1(C)C=CC=CC=1. The product is [CH2:27]([C@@H:31]1[CH2:49][O:48][C:42]2[C:33](=[CH:34][C:35]3[C:36]([C:44]([F:46])([F:47])[F:45])=[CH:37][C:38](=[O:43])[NH:39][C:40]=3[CH:41]=2)[N:32]1[CH2:50][C:51]([F:54])([F:52])[F:53])[CH:28]([CH3:29])[CH3:30]. The reactants are NC1C=CC2N(CC(F)(F)F)[C@H](CC(C)C)COC=2C=1.CCOC(C)=O.[CH2:27]([C@@H:31]1[CH2:49][O:48][C:34]2=[C:35]3[C:40](=[CH:41][CH:42]=[C:33]2[N:32]1[CH2:50][C:51]([F:54])([F:53])[F:52])[NH:39][C:38](=[O:43])[CH:37]=[C:36]3[C:44]([F:47])([F:46])[F:45])[CH:28]([CH3:30])[CH3:29].C(OC(=O)CC(C(F)(F)F)=O)C. (3) The reactants are [C:1]([N:5]1[C:9]2=[N:10][C:11](Cl)=[N:12][C:13]([NH:14][C:15]3[CH:19]=[C:18]([CH3:20])[NH:17][N:16]=3)=[C:8]2[CH:7]=[N:6]1)([CH3:4])([CH3:3])[CH3:2].[F:22][C:23]1[CH:28]=[CH:27][C:26]([S:29]([O-:31])=[O:30])=[CH:25][CH:24]=1.[Na+]. The catalyst is CS(C)=O. The product is [C:1]([N:5]1[C:9]2=[N:10][C:11]([S:29]([C:26]3[CH:27]=[CH:28][C:23]([F:22])=[CH:24][CH:25]=3)(=[O:31])=[O:30])=[N:12][C:13]([NH:14][C:15]3[CH:19]=[C:18]([CH3:20])[NH:17][N:16]=3)=[C:8]2[CH:7]=[N:6]1)([CH3:4])([CH3:3])[CH3:2]. The yield is 0.150. (4) The reactants are [NH2:1][C:2]1[CH:3]=[CH:4][C:5]2[C:6](=[O:15])[C:7]3[C:12]([C:13]=2[CH:14]=1)=[CH:11][CH:10]=[CH:9][CH:8]=3.C(N(CC)CC)C.[Cl:23][CH2:24][C:25](Cl)=[O:26]. The catalyst is ClCCl. The product is [Cl:23][CH2:24][C:25]([NH:1][C:2]1[CH:3]=[CH:4][C:5]2[C:6](=[O:15])[C:7]3[C:12]([C:13]=2[CH:14]=1)=[CH:11][CH:10]=[CH:9][CH:8]=3)=[O:26]. The yield is 0.940.